From a dataset of Full USPTO retrosynthesis dataset with 1.9M reactions from patents (1976-2016). Predict the reactants needed to synthesize the given product. (1) Given the product [CH3:2][O:3][C:4]1[C:12]2[O:11][C:10]([CH3:14])([CH3:13])[CH2:9][C:8]=2[C:7]([C:15]2[C:16]([CH3:28])([CH3:27])[C:17](=[O:26])[N:18]([CH:20]3[CH2:25][CH2:24][N:23]([C:33]([C:32]4[CH:36]=[CH:37][CH:38]=[CH:39][C:31]=4[O:30][CH3:29])=[O:34])[CH2:22][CH2:21]3)[N:19]=2)=[CH:6][CH:5]=1, predict the reactants needed to synthesize it. The reactants are: Cl.[CH3:2][O:3][C:4]1[C:12]2[O:11][C:10]([CH3:14])([CH3:13])[CH2:9][C:8]=2[C:7]([C:15]2[C:16]([CH3:28])([CH3:27])[C:17](=[O:26])[N:18]([CH:20]3[CH2:25][CH2:24][NH:23][CH2:22][CH2:21]3)[N:19]=2)=[CH:6][CH:5]=1.[CH3:29][O:30][C:31]1[CH:39]=[CH:38][CH:37]=[CH:36][C:32]=1[C:33](Cl)=[O:34]. (2) Given the product [F:9][C:8]1[C:3]2[C:1](=[NH:2])[N:18]([CH2:17][CH:14]3[CH2:16][CH2:15]3)[S:10](=[O:11])(=[O:12])[C:4]=2[CH:5]=[CH:6][CH:7]=1, predict the reactants needed to synthesize it. The reactants are: [C:1]([C:3]1[C:8]([F:9])=[CH:7][CH:6]=[CH:5][C:4]=1[S:10](Cl)(=[O:12])=[O:11])#[N:2].[CH:14]1([CH2:17][NH2:18])[CH2:16][CH2:15]1.O.Cl. (3) Given the product [Cl:18][C:19]1[CH:20]=[C:21]2[C:25](=[CH:26][CH:27]=1)[N:24]([CH3:28])[CH:23]=[C:22]2[CH2:29][CH2:30][NH:31][C:10](=[O:12])[C:9]1[CH:8]=[CH:7][C:6]([CH2:5][C:4]2[CH:15]=[CH:16][CH:17]=[C:2]([F:1])[CH:3]=2)=[CH:14][CH:13]=1, predict the reactants needed to synthesize it. The reactants are: [F:1][C:2]1[CH:3]=[C:4]([CH:15]=[CH:16][CH:17]=1)[CH2:5][C:6]1[CH:14]=[CH:13][C:9]([C:10]([OH:12])=O)=[CH:8][CH:7]=1.[Cl:18][C:19]1[CH:20]=[C:21]2[C:25](=[CH:26][CH:27]=1)[N:24]([CH3:28])[CH:23]=[C:22]2[CH2:29][CH2:30][NH2:31].CN(C(ON1N=NC2C=CC=NC1=2)=[N+](C)C)C.F[P-](F)(F)(F)(F)F.C(N(CC)C(C)C)(C)C. (4) Given the product [Si:11]([O:10][CH2:9][CH2:8][C:4]1[CH:3]=[C:2]([C:24](=[O:25])[CH3:23])[CH:7]=[CH:6][CH:5]=1)([C:14]([CH3:17])([CH3:16])[CH3:15])([CH3:13])[CH3:12], predict the reactants needed to synthesize it. The reactants are: Br[C:2]1[CH:3]=[C:4]([CH2:8][CH2:9][O:10][Si:11]([C:14]([CH3:17])([CH3:16])[CH3:15])([CH3:13])[CH3:12])[CH:5]=[CH:6][CH:7]=1.[Li]CCCC.[CH3:23][C:24](N(C)C)=[O:25].Cl. (5) Given the product [CH3:19][O:20][N:21]=[CH:14][CH2:13][CH2:12][NH:11][C:9](=[O:10])[C:8]1[C:3]([C:2]([F:17])([F:16])[F:1])=[CH:4][CH:5]=[N:6][CH:7]=1, predict the reactants needed to synthesize it. The reactants are: [F:1][C:2]([F:17])([F:16])[C:3]1[C:8]([C:9]([NH:11][CH2:12][CH2:13][CH:14]=O)=[O:10])=[CH:7][N:6]=[CH:5][CH:4]=1.Cl.[CH3:19][O:20][NH2:21].C([O-])(=O)C.[Na+].